Dataset: Catalyst prediction with 721,799 reactions and 888 catalyst types from USPTO. Task: Predict which catalyst facilitates the given reaction. (1) Reactant: [CH2:1]([O:8][C:9]([NH:11][C@@H:12]1[CH2:16][CH2:15][N:14]([NH:17]C(OC(C)(C)C)=O)[C:13]1=[O:25])=[O:10])[C:2]1[CH:7]=[CH:6][CH:5]=[CH:4][CH:3]=1.C(O)(C(F)(F)F)=O.O. Product: [CH2:1]([O:8][C:9]([NH:11][C@@H:12]1[CH2:16][CH2:15][N:14]([NH2:17])[C:13]1=[O:25])=[O:10])[C:2]1[CH:7]=[CH:6][CH:5]=[CH:4][CH:3]=1. The catalyst class is: 2. (2) Reactant: ClCCl.Br[C:5]1[CH:6]=[CH:7][C:8]([C:13]([O:15][CH3:16])=[O:14])=[N:9][C:10]=1[O:11][CH3:12].[CH3:17][C:18]1([CH3:34])[C:22]([CH3:24])([CH3:23])[O:21][B:20]([B:20]2[O:21][C:22]([CH3:24])([CH3:23])[C:18]([CH3:34])([CH3:17])[O:19]2)[O:19]1.C([O-])(=O)C.[K+]. Product: [CH3:12][O:11][C:10]1[N:9]=[C:8]([C:13]([O:15][CH3:16])=[O:14])[CH:7]=[CH:6][C:5]=1[B:20]1[O:21][C:22]([CH3:24])([CH3:23])[C:18]([CH3:34])([CH3:17])[O:19]1. The catalyst class is: 75. (3) The catalyst class is: 84. Product: [N:8]1([CH2:54][CH2:53][O:52][C:49]2[CH:50]=[CH:51][C:27]([O:26][CH2:19][C:20]3[CH:25]=[CH:24][CH:23]=[CH:22][CH:21]=3)=[C:28]([CH:48]=2)[C:29]([NH:31][C:32]2[CH:41]=[C:40]([C:42]3[CH:47]=[CH:46][CH:45]=[CH:44][CH:43]=3)[CH:39]=[CH:38][C:33]=2[C:34]([O:36][CH3:37])=[O:35])=[O:30])[CH2:11][CH2:10][CH2:9]1. Reactant: C(=O)([O-])[O-].[K+].[K+].Cl.[NH:8]1[CH2:11][CH2:10][CH2:9]1.CN1CCCC1=O.[CH2:19]([O:26][C:27]1[CH:51]=[CH:50][C:49]([O:52][CH2:53][CH2:54]Br)=[CH:48][C:28]=1[C:29]([NH:31][C:32]1[CH:41]=[C:40]([C:42]2[CH:47]=[CH:46][CH:45]=[CH:44][CH:43]=2)[CH:39]=[CH:38][C:33]=1[C:34]([O:36][CH3:37])=[O:35])=[O:30])[C:20]1[CH:25]=[CH:24][CH:23]=[CH:22][CH:21]=1.